The task is: Predict the reactants needed to synthesize the given product.. This data is from Full USPTO retrosynthesis dataset with 1.9M reactions from patents (1976-2016). The reactants are: C([NH:8][C:9]1[CH:10]=[C:11]([CH:16]([O:27][CH3:28])[C:17]2([C:20]([O:22][C:23]([CH3:26])([CH3:25])[CH3:24])=[O:21])[CH2:19][CH2:18]2)[CH:12]=[CH:13][C:14]=1[Cl:15])C1C=CC=CC=1. Given the product [NH2:8][C:9]1[CH:10]=[C:11]([CH:16]([O:27][CH3:28])[C:17]2([C:20]([O:22][C:23]([CH3:24])([CH3:25])[CH3:26])=[O:21])[CH2:18][CH2:19]2)[CH:12]=[CH:13][C:14]=1[Cl:15], predict the reactants needed to synthesize it.